Dataset: NCI-60 drug combinations with 297,098 pairs across 59 cell lines. Task: Regression. Given two drug SMILES strings and cell line genomic features, predict the synergy score measuring deviation from expected non-interaction effect. (1) Drug 1: CC1=C2C(C(=O)C3(C(CC4C(C3C(C(C2(C)C)(CC1OC(=O)C(C(C5=CC=CC=C5)NC(=O)OC(C)(C)C)O)O)OC(=O)C6=CC=CC=C6)(CO4)OC(=O)C)O)C)O. Drug 2: C1CC(=O)NC(=O)C1N2C(=O)C3=CC=CC=C3C2=O. Cell line: HCC-2998. Synergy scores: CSS=37.1, Synergy_ZIP=4.73, Synergy_Bliss=-0.270, Synergy_Loewe=-80.1, Synergy_HSA=-3.61. (2) Drug 1: C1C(C(OC1N2C=C(C(=O)NC2=O)F)CO)O. Drug 2: CN(CCCl)CCCl.Cl. Cell line: MDA-MB-231. Synergy scores: CSS=16.4, Synergy_ZIP=-2.91, Synergy_Bliss=0.722, Synergy_Loewe=0.699, Synergy_HSA=1.58. (3) Drug 1: CC1=C(C(CCC1)(C)C)C=CC(=CC=CC(=CC(=O)O)C)C. Drug 2: C1CCC(C(C1)N)N.C(=O)(C(=O)[O-])[O-].[Pt+4]. Cell line: SK-MEL-5. Synergy scores: CSS=16.1, Synergy_ZIP=-9.28, Synergy_Bliss=0.213, Synergy_Loewe=-6.59, Synergy_HSA=0.618. (4) Drug 1: C(=O)(N)NO. Drug 2: CC1CCCC2(C(O2)CC(NC(=O)CC(C(C(=O)C(C1O)C)(C)C)O)C(=CC3=CSC(=N3)C)C)C. Cell line: HCT116. Synergy scores: CSS=61.7, Synergy_ZIP=2.50, Synergy_Bliss=0.322, Synergy_Loewe=-22.6, Synergy_HSA=0.198. (5) Drug 1: CC1OCC2C(O1)C(C(C(O2)OC3C4COC(=O)C4C(C5=CC6=C(C=C35)OCO6)C7=CC(=C(C(=C7)OC)O)OC)O)O. Drug 2: C1C(C(OC1N2C=NC(=NC2=O)N)CO)O. Cell line: OVCAR-5. Synergy scores: CSS=23.3, Synergy_ZIP=-7.07, Synergy_Bliss=-2.94, Synergy_Loewe=-0.233, Synergy_HSA=0.00846.